From a dataset of Forward reaction prediction with 1.9M reactions from USPTO patents (1976-2016). Predict the product of the given reaction. (1) Given the reactants [Br:1][C:2]1[CH:3]=[CH:4][C:5]([CH3:11])=[C:6]([CH:10]=1)[C:7]([OH:9])=[O:8].S(Cl)(Cl)=O.[CH3:16]O, predict the reaction product. The product is: [CH3:16][O:8][C:7](=[O:9])[C:6]1[CH:10]=[C:2]([Br:1])[CH:3]=[CH:4][C:5]=1[CH3:11]. (2) Given the reactants [CH3:1][C:2]1[C:6](=[O:7])[O:5][CH2:4][C:3]=1[N:8]1[CH2:12][CH2:11][C:10]2([CH2:17][CH2:16][NH:15][CH2:14][CH2:13]2)[C:9]1=[O:18].Br[CH2:20][C:21]([C:23]1[C:24]([CH3:33])=[C:25]2[C:29](=[CH:30][CH:31]=1)[C:28](=[O:32])[O:27][CH2:26]2)=[O:22].C(N(C(C)C)C(C)C)C, predict the reaction product. The product is: [CH3:33][C:24]1[C:23]([C:21](=[O:22])[CH2:20][N:15]2[CH2:16][CH2:17][C:10]3([C:9](=[O:18])[N:8]([C:3]4[CH2:4][O:5][C:6](=[O:7])[C:2]=4[CH3:1])[CH2:12][CH2:11]3)[CH2:13][CH2:14]2)=[CH:31][CH:30]=[C:29]2[C:25]=1[CH2:26][O:27][C:28]2=[O:32]. (3) Given the reactants FC(F)(F)C(O)=O.[Cl:8][C:9]1[CH:14]=[C:13]([Cl:15])[CH:12]=[CH:11][C:10]=1[C@H:16]([N:18]1[C:26]2[C:21](=[CH:22][CH:23]=[C:24]([N:27]3[CH2:32][CH2:31][N:30]([C:33]([C@H:35]4[CH2:39][CH2:38][CH2:37][N:36]4C(OC(C)(C)C)=O)=[O:34])[C@H:29]([CH2:47][OH:48])[CH2:28]3)[CH:25]=2)[CH:20]=[N:19]1)[CH3:17], predict the reaction product. The product is: [Cl:8][C:9]1[CH:14]=[C:13]([Cl:15])[CH:12]=[CH:11][C:10]=1[C@H:16]([N:18]1[C:26]2[C:21](=[CH:22][CH:23]=[C:24]([N:27]3[CH2:32][CH2:31][N:30]([C:33]([C@H:35]4[CH2:39][CH2:38][CH2:37][NH:36]4)=[O:34])[C@H:29]([CH2:47][OH:48])[CH2:28]3)[CH:25]=2)[CH:20]=[N:19]1)[CH3:17].